Dataset: Peptide-MHC class II binding affinity with 134,281 pairs from IEDB. Task: Regression. Given a peptide amino acid sequence and an MHC pseudo amino acid sequence, predict their binding affinity value. This is MHC class II binding data. (1) The peptide sequence is QALLHGLDFSEVSNV. The MHC is DRB1_0101 with pseudo-sequence DRB1_0101. The binding affinity (normalized) is 0.708. (2) The peptide sequence is INEPTAAAIAMGLDR. The MHC is HLA-DQA10401-DQB10402 with pseudo-sequence HLA-DQA10401-DQB10402. The binding affinity (normalized) is 0.612. (3) The peptide sequence is EENEGDNACKRTYSD. The MHC is DRB1_0701 with pseudo-sequence DRB1_0701. The binding affinity (normalized) is 0.206. (4) The peptide sequence is IAKVPPGPNITATYG. The MHC is DRB1_1602 with pseudo-sequence DRB1_1602. The binding affinity (normalized) is 0.184. (5) The binding affinity (normalized) is 0.168. The MHC is DRB4_0101 with pseudo-sequence DRB4_0103. The peptide sequence is KTDCTKEVEEAWASA. (6) The peptide sequence is YVENGLISRVLDGLV. The MHC is DRB1_0101 with pseudo-sequence DRB1_0101. The binding affinity (normalized) is 0.540. (7) The binding affinity (normalized) is 0.196. The peptide sequence is LLAMAVLAALFAGAW. The MHC is DRB1_1101 with pseudo-sequence DRB1_1101.